Dataset: Forward reaction prediction with 1.9M reactions from USPTO patents (1976-2016). Task: Predict the product of the given reaction. (1) Given the reactants C(OC([N:8](C(O)=O)[NH:9][C:10]1[CH:11]=[N:12][C:13]([C:16]([CH3:19])([CH3:18])[CH3:17])=[CH:14][CH:15]=1)=O)(C)(C)C.[ClH:23].O1CCOCC1, predict the reaction product. The product is: [ClH:23].[C:16]([C:13]1[N:12]=[CH:11][C:10]([NH:9][NH3+:8])=[CH:15][CH:14]=1)([CH3:19])([CH3:17])[CH3:18]. (2) Given the reactants [CH2:1]([C:3]1[CH:4]=[C:5]([CH:8]=[CH:9][C:10]=1[O:11][CH3:12])C=O)[CH3:2].C1C=C(Cl)C=C(C(OO)=[O:21])C=1.C([O-])=O.[OH-].[K+], predict the reaction product. The product is: [CH2:1]([C:3]1[CH:4]=[C:5]([OH:21])[CH:8]=[CH:9][C:10]=1[O:11][CH3:12])[CH3:2]. (3) Given the reactants [OH:1][B:2]1[C:6]2[CH:7]=[CH:8][C:9](/[CH:11]=[N:12]/[OH:13])=[CH:10][C:5]=2[C:4]([CH3:15])([CH3:14])[O:3]1.C1C(=O)N(Cl)C(=O)C1.[Cl:24][C:25]1[CH:30]=[C:29]([C:31]([CH2:33][F:34])=[CH2:32])[CH:28]=[C:27]([Cl:35])[C:26]=1[Cl:36].Cl, predict the reaction product. The product is: [F:34][CH2:33][C:31]1([C:29]2[CH:28]=[C:27]([Cl:35])[C:26]([Cl:36])=[C:25]([Cl:24])[CH:30]=2)[O:13][N:12]=[C:11]([C:9]2[CH:8]=[CH:7][C:6]3[B:2]([OH:1])[O:3][C:4]([CH3:15])([CH3:14])[C:5]=3[CH:10]=2)[CH2:32]1. (4) Given the reactants [CH:1]([C:3]1[CH:12]=[CH:11][CH:10]=[CH:9][C:4]=1[C:5]([O:7][CH3:8])=[O:6])=O.C1(P(=[CH:32][C:33]#[N:34])(C2C=CC=CC=2)C2C=CC=CC=2)C=CC=CC=1.N, predict the reaction product. The product is: [C:33]([CH:32]=[CH:1][C:3]1[CH:12]=[CH:11][CH:10]=[CH:9][C:4]=1[C:5]([O:7][CH3:8])=[O:6])#[N:34]. (5) Given the reactants [NH:1]1[C:11]2[C:6](=[CH:7][CH:8]=[CH:9][CH:10]=2)[C:4](=O)[C:2]1=[O:3].[C:12]([C:15]1[O:16][CH:17]=[CH:18][CH:19]=1)(=O)[CH3:13].[OH-].[K+].CC[OH:24], predict the reaction product. The product is: [O:16]1[CH:17]=[CH:18][CH:19]=[C:15]1[C:12]1[CH:13]=[C:4]([C:2]([OH:24])=[O:3])[C:6]2[C:11](=[CH:10][CH:9]=[CH:8][CH:7]=2)[N:1]=1. (6) Given the reactants C(OC([N:8]1[C@H:12]([CH2:13][CH2:14][N:15](CC2C=CC(OC)=CC=2OC)[S:16]([CH3:19])(=[O:18])=[O:17])[CH2:11][N:10]([CH2:31][C:32]2[C:41]([Cl:42])=[C:40]3[C:35]([C:36](=[O:57])[N:37]([CH2:44][C:45]4[CH:50]=[C:49]([Cl:51])[CH:48]=[CH:47][C:46]=4[S:52]([CH2:55][CH3:56])(=[O:54])=[O:53])[C:38](=[O:43])[NH:39]3)=[CH:34][C:33]=2[O:58][C:59]([F:62])([F:61])[F:60])[C:9]1=[O:63])=O)(C)(C)C, predict the reaction product. The product is: [Cl:42][C:41]1[C:32]([CH2:31][N:10]2[CH2:11][C@@H:12]([CH2:13][CH2:14][NH:15][S:16]([CH3:19])(=[O:18])=[O:17])[NH:8][C:9]2=[O:63])=[C:33]([O:58][C:59]([F:62])([F:61])[F:60])[CH:34]=[C:35]2[C:40]=1[NH:39][C:38](=[O:43])[N:37]([CH2:44][C:45]1[CH:50]=[C:49]([Cl:51])[CH:48]=[CH:47][C:46]=1[S:52]([CH2:55][CH3:56])(=[O:53])=[O:54])[C:36]2=[O:57].